Dataset: Full USPTO retrosynthesis dataset with 1.9M reactions from patents (1976-2016). Task: Predict the reactants needed to synthesize the given product. (1) Given the product [CH:6]1[C:7]([N+:8]([O-:10])=[O:9])=[CH:2][CH:3]=[C:4]([OH:11])[CH:5]=1, predict the reactants needed to synthesize it. The reactants are: O.[CH:2]1[C:7]([N+:8]([O-:10])=[O:9])=[CH:6][CH:5]=[C:4]([O:11][C@@H]2O[C@H](CO)[C@@H](O[C@@H]3O[C@H](CO)[C@@H](O)[C@H](O)[C@H]3O)[C@H](O)[C@H]2O)[CH:3]=1. (2) Given the product [F:1][C:2]1[C:12](=[O:13])[N:11]([CH3:14])[C:5]2[N:6]=[CH:7][N:8]([CH2:33][CH2:34][OH:35])[C:9](=[O:10])[C:4]=2[C:3]=1[NH:15][C:16]1[CH:21]=[CH:20][C:19]([I:22])=[CH:18][C:17]=1[F:23], predict the reactants needed to synthesize it. The reactants are: [F:1][C:2]1[C:12](=[O:13])[N:11]([CH3:14])[C:5]2[N:6]=[CH:7][NH:8][C:9](=[O:10])[C:4]=2[C:3]=1[NH:15][C:16]1[CH:21]=[CH:20][C:19]([I:22])=[CH:18][C:17]=1[F:23].[I-].[K+].C(=O)([O-])[O-].[Cs+].[Cs+].Br[CH2:33][CH2:34][OH:35]. (3) Given the product [C:13]([C:11]([O:1][CH2:2][CH2:3][CH2:4][O:5][CH2:6][CH2:7][CH2:8][O:9][C:11]([C:13]([C:15]([F:16])([F:17])[F:18])([C:19]([F:20])([F:22])[F:21])[F:14])=[O:12])=[O:12])([C:19]([F:22])([F:21])[F:20])([C:15]([F:18])([F:17])[F:16])[F:14], predict the reactants needed to synthesize it. The reactants are: [OH:1][CH2:2][CH2:3][CH2:4][O:5][CH2:6][CH2:7][CH2:8][OH:9].F[C:11]([C:13]([C:19]([F:22])([F:21])[F:20])([C:15]([F:18])([F:17])[F:16])[F:14])=[O:12]. (4) Given the product [CH3:8][CH2:7]/[CH:6]=[CH:5]\[CH2:4][CH2:3][CH:12]([OH:11])[CH2:13][CH2:3]/[CH:4]=[CH:5]\[CH2:6][CH3:7], predict the reactants needed to synthesize it. The reactants are: [Mg].Br[CH2:3][CH2:4]/[CH:5]=[CH:6]\[CH2:7][CH3:8].C([O:11][CH2:12][CH3:13])=O.[OH-].[K+]. (5) The reactants are: C([N-]C(C)C)(C)C.[Li+].[F:9][C:10]1[CH:15]=[CH:14][C:13]([CH:16]2[C:25](=[O:26])[CH2:24][CH2:23][C:18]3([O:22][CH2:21][CH2:20][O:19]3)[CH2:17]2)=[CH:12][CH:11]=1.[CH3:27][SiH:28]([CH3:30])[CH3:29]. Given the product [F:9][C:10]1[CH:15]=[CH:14][C:13]([CH:16]2[CH2:17][C:18]3([O:19][CH2:20][CH2:21][O:22]3)[CH2:23][CH:24]=[C:25]2[O:26][Si:28]([CH3:30])([CH3:29])[CH3:27])=[CH:12][CH:11]=1, predict the reactants needed to synthesize it. (6) Given the product [NH2:2][C:31](=[O:33])[C@@H:24]([NH:23][C:21](=[O:22])[O:20][C:17]([CH3:19])([CH3:18])[CH3:16])[C:25]1[CH:30]=[CH:29][CH:28]=[CH:27][CH:26]=1, predict the reactants needed to synthesize it. The reactants are: C[N:2]1CCOCC1.ClC(OCC(C)C)=O.[CH3:16][C:17]([O:20][C:21]([NH:23][C@H:24]([C:31]([OH:33])=O)[C:25]1[CH:30]=[CH:29][CH:28]=[CH:27][CH:26]=1)=[O:22])([CH3:19])[CH3:18].[NH4+].[OH-]. (7) Given the product [Cl:11][CH2:12][C:13]([NH:4][C:3]1[C:5]([CH3:10])=[CH:6][C:7]([CH3:9])=[CH:8][C:2]=1[Cl:1])=[O:14], predict the reactants needed to synthesize it. The reactants are: [Cl:1][C:2]1[CH:8]=[C:7]([CH3:9])[CH:6]=[C:5]([CH3:10])[C:3]=1[NH2:4].[Cl:11][CH2:12][C:13](O[C:13](=[O:14])[CH2:12][Cl:11])=[O:14].